From a dataset of Full USPTO retrosynthesis dataset with 1.9M reactions from patents (1976-2016). Predict the reactants needed to synthesize the given product. The reactants are: [CH2:1]=[CH:2][C:3]1[CH:8]=[CH:7][CH:6]=[CH:5][CH:4]=1.[C:9](#[N:12])[CH:10]=[CH2:11].C(OS(C1C=CC=CC=1)(=O)=O)CCCCCCCCCCC.P([O-])([O-])([O-])=O.[Ca+2].P([O-])([O-])([O-])=O.[Ca+2].[Ca+2]. Given the product [CH2:11]=[CH:10][C:9]#[N:12].[CH2:1]=[CH:2][C:3]1[CH:8]=[CH:7][CH:6]=[CH:5][CH:4]=1, predict the reactants needed to synthesize it.